Dataset: Catalyst prediction with 721,799 reactions and 888 catalyst types from USPTO. Task: Predict which catalyst facilitates the given reaction. (1) Reactant: [CH2:1]([O:5][CH2:6][CH2:7][OH:8])[CH2:2][CH2:3][CH3:4].CS(C)=O.[H-].[Na+].S(OCC1CCC=CC1)([C:18]1[CH:24]=[CH:23][C:21]([CH3:22])=[CH:20][CH:19]=1)(=O)=O. Product: [CH2:1]([O:5][CH2:6][CH2:7][O:8][CH2:22][CH:21]1[CH2:23][CH2:24][CH2:18][CH:19]=[CH:20]1)[CH2:2][CH2:3][CH3:4]. The catalyst class is: 6. (2) Reactant: [Br:1][C:2]1[CH:11]=[C:10]2[C:5]([C:6]([C:16]#[C:17][Si](C)(C)C)=[C:7]([NH:12]C(=O)C)[N:8]=[CH:9]2)=[CH:4][CH:3]=1.CCCC[N+](CCCC)(CCCC)CCCC.[F-]. Product: [Br:1][C:2]1[CH:3]=[CH:4][C:5]2[C:6]3[CH:16]=[CH:17][NH:12][C:7]=3[N:8]=[CH:9][C:10]=2[CH:11]=1. The catalyst class is: 1. (3) The catalyst class is: 119. Product: [CH2:34]([O:38][C:39]1([C:43]2[CH:48]=[CH:47][CH:46]=[CH:45][C:44]=2[CH3:49])[CH2:40][N:41]([C:14]([CH:13]([NH:12][C:10](=[O:11])[O:9][C:5]([CH3:6])([CH3:7])[CH3:8])[CH:17]([OH:26])[C:18]2[CH:23]=[CH:22][C:21]([O:24][CH3:25])=[CH:20][CH:19]=2)=[O:16])[CH2:42]1)[CH2:35][CH2:36][CH3:37]. Reactant: C(Cl)CCl.[C:5]([O:9][C:10]([NH:12][CH:13]([CH:17]([OH:26])[C:18]1[CH:23]=[CH:22][C:21]([O:24][CH3:25])=[CH:20][CH:19]=1)[C:14]([OH:16])=O)=[O:11])([CH3:8])([CH3:7])[CH3:6].FC(F)(F)C(O)=O.[CH2:34]([O:38][C:39]1([C:43]2[CH:48]=[CH:47][CH:46]=[CH:45][C:44]=2[CH3:49])[CH2:42][NH:41][CH2:40]1)[CH2:35][CH2:36][CH3:37].C1C=NC2N(O)N=NC=2C=1.[OH-].[Na+]. (4) Reactant: [CH3:1][C:2]1[O:3][C:4]2[C:9]([C:10](=[O:12])[CH:11]=1)=[CH:8][CH:7]=[CH:6][C:5]=2[CH:13]=O.O=[C:16]([CH3:23])[CH2:17][C:18]([O:20][CH2:21][CH3:22])=[O:19].[NH2:24][C:25]([CH3:39])=[CH:26][C:27]([C:29]1[CH:34]=[CH:33][C:32]([C:35]([CH3:38])([CH3:37])[CH3:36])=[CH:31][CH:30]=1)=[O:28].C(O)(=O)C. Product: [CH3:23][C:16]1[NH:24][C:25]([CH3:39])=[C:26]([C:27](=[O:28])[C:29]2[CH:34]=[CH:33][C:32]([C:35]([CH3:37])([CH3:36])[CH3:38])=[CH:31][CH:30]=2)[CH:13]([C:5]2[CH:6]=[CH:7][CH:8]=[C:9]3[C:4]=2[O:3][C:2]([CH3:1])=[CH:11][C:10]3=[O:12])[C:17]=1[C:18]([O:20][CH2:21][CH3:22])=[O:19]. The catalyst class is: 41. (5) Reactant: [O:1]1[CH2:5][CH2:4][O:3][CH:2]1[C:6]1[CH:7]=[C:8]([CH:13]([C:15]2[C:24]([N+:25]([O-:27])=[O:26])=[C:23]3[C:18]([CH:19]=[CH:20][CH:21]=[N:22]3)=[CH:17][CH:16]=2)[OH:14])[CH:9]=[CH:10][C:11]=1[F:12].C1C=C[NH+]=CC=1.C1C=C[NH+]=CC=1.[O-][Cr](O[Cr]([O-])(=O)=O)(=O)=O. Product: [O:1]1[CH2:5][CH2:4][O:3][CH:2]1[C:6]1[CH:7]=[C:8]([C:13]([C:15]2[C:24]([N+:25]([O-:27])=[O:26])=[C:23]3[C:18]([CH:19]=[CH:20][CH:21]=[N:22]3)=[CH:17][CH:16]=2)=[O:14])[CH:9]=[CH:10][C:11]=1[F:12]. The catalyst class is: 2.